From a dataset of Forward reaction prediction with 1.9M reactions from USPTO patents (1976-2016). Predict the product of the given reaction. (1) Given the reactants [N:1]1([C:7]2[CH:8]=[CH:9][C:10]3[N:11]([C:13]([C:16]([F:19])([F:18])[F:17])=[N:14][N:15]=3)[N:12]=2)[CH2:6][CH2:5][NH:4][CH2:3][CH2:2]1.[F:20][CH:21]([F:31])[O:22][C:23]1[CH:30]=[CH:29][C:26]([CH:27]=O)=[CH:25][CH:24]=1, predict the reaction product. The product is: [F:20][CH:21]([F:31])[O:22][C:23]1[CH:30]=[CH:29][C:26]([CH2:27][N:4]2[CH2:3][CH2:2][N:1]([C:7]3[CH:8]=[CH:9][C:10]4[N:11]([C:13]([C:16]([F:17])([F:18])[F:19])=[N:14][N:15]=4)[N:12]=3)[CH2:6][CH2:5]2)=[CH:25][CH:24]=1. (2) Given the reactants [CH3:1][C:2]([O:5][C:6]([N:8]([C:26]([O:28][C:29]([CH3:32])([CH3:31])[CH3:30])=[O:27])[N:9]([C:17]1[C:22]([F:23])=[C:21](Cl)[N:20]=[C:19]([Cl:25])[N:18]=1)[C:10]([O:12][C:13]([CH3:16])([CH3:15])[CH3:14])=[O:11])=[O:7])([CH3:4])[CH3:3].C(N(CC)CC)C.[S:40]1[CH:44]=[CH:43][C:42]([CH2:45][CH2:46][NH2:47])=[CH:41]1, predict the reaction product. The product is: [CH3:3][C:2]([O:5][C:6]([N:8]([C:26]([O:28][C:29]([CH3:32])([CH3:30])[CH3:31])=[O:27])[N:9]([C:17]1[C:22]([F:23])=[C:21]([NH:47][CH2:46][CH2:45][C:42]2[CH:43]=[CH:44][S:40][CH:41]=2)[N:20]=[C:19]([Cl:25])[N:18]=1)[C:10]([O:12][C:13]([CH3:14])([CH3:16])[CH3:15])=[O:11])=[O:7])([CH3:1])[CH3:4]. (3) The product is: [Cl:32][CH2:27][CH:26]([CH2:25][NH:24][C:21]1[CH:22]=[CH:23][C:18]([C@H:10]([C:11]2[CH:16]=[CH:15][CH:14]=[CH:13][C:12]=2[CH3:17])[CH2:9]/[C:8](=[N:33]\[OH:34])/[C:6]2[CH:5]=[CH:4][N:3]=[C:2]([CH3:1])[CH:7]=2)=[CH:19][CH:20]=1)[C:28]([OH:30])=[O:29]. Given the reactants [CH3:1][C:2]1[CH:7]=[C:6]([C:8](=O)[CH2:9][C@H:10]([C:18]2[CH:23]=[CH:22][C:21]([N:24]3[CH2:27][CH:26]([C:28]([OH:30])=[O:29])[CH2:25]3)=[CH:20][CH:19]=2)[C:11]2[CH:16]=[CH:15][CH:14]=[CH:13][C:12]=2[CH3:17])[CH:5]=[CH:4][N:3]=1.[ClH:32].[NH2:33][OH:34].C(=O)([O-])O.[Na+], predict the reaction product. (4) Given the reactants [I:1][C:2]1[C:10]2[C:5](=[CH:6][CH:7]=[CH:8][C:9]=2[N+:11]([O-:13])=[O:12])[NH:4][N:3]=1.Cl.Cl[CH2:16][C:17]1[CH:18]=[N:19][N:20]([CH2:22][C:23]2[CH:28]=[CH:27][C:26]([O:29][CH3:30])=[CH:25][CH:24]=2)[CH:21]=1.C([O-])([O-])=O.[K+].[K+], predict the reaction product. The product is: [I:1][C:2]1[C:10]2[C:5](=[CH:6][CH:7]=[CH:8][C:9]=2[N+:11]([O-:13])=[O:12])[N:4]([CH2:16][C:17]2[CH:18]=[N:19][N:20]([CH2:22][C:23]3[CH:28]=[CH:27][C:26]([O:29][CH3:30])=[CH:25][CH:24]=3)[CH:21]=2)[N:3]=1. (5) Given the reactants [H-].[Na+].C(OP([CH2:11][C:12]([O:14][CH2:15][CH3:16])=[O:13])(OCC)=O)C.[CH2:17]([O:24][C:25]1[CH:26]=[CH:27][C:28]([O:39][CH3:40])=[C:29]([C:31]([C:33]2[S:34][C:35]([CH3:38])=[CH:36][N:37]=2)=O)[CH:30]=1)[C:18]1[CH:23]=[CH:22][CH:21]=[CH:20][CH:19]=1.Cl, predict the reaction product. The product is: [CH2:17]([O:24][C:25]1[CH:26]=[CH:27][C:28]([O:39][CH3:40])=[C:29](/[C:31](/[C:33]2[S:34][C:35]([CH3:38])=[CH:36][N:37]=2)=[CH:11]/[C:12]([O:14][CH2:15][CH3:16])=[O:13])[CH:30]=1)[C:18]1[CH:19]=[CH:20][CH:21]=[CH:22][CH:23]=1.